From a dataset of Forward reaction prediction with 1.9M reactions from USPTO patents (1976-2016). Predict the product of the given reaction. (1) Given the reactants [N+:1]([C:4]1[CH:10]=[CH:9][C:7]([NH2:8])=[CH:6][CH:5]=1)([O-:3])=[O:2].[C:11]1(=[O:17])[O:16][C:14](=[O:15])[CH2:13][CH2:12]1, predict the reaction product. The product is: [N+:1]([C:4]1[CH:10]=[CH:9][C:7]([NH:8][C:11](=[O:17])[CH2:12][CH2:13][C:14]([OH:16])=[O:15])=[CH:6][CH:5]=1)([O-:3])=[O:2]. (2) The product is: [NH2:1][C:2]1[C:9]([Cl:18])=[CH:8][C:5]([C:6]#[N:7])=[C:4]([CH3:10])[N:3]=1. Given the reactants [NH2:1][C:2]1[CH:9]=[CH:8][C:5]([C:6]#[N:7])=[C:4]([CH3:10])[N:3]=1.C1C(=O)N([Cl:18])C(=O)C1, predict the reaction product. (3) Given the reactants [Br:1][C:2]1[CH:13]=[CH:12][C:5]2[N:6]=[C:7]([CH2:9][CH2:10]O)[S:8][C:4]=2[CH:3]=1.S(Cl)([CH3:17])(=O)=O.C([N:21]([CH2:24][CH3:25])[CH2:22][CH3:23])C, predict the reaction product. The product is: [Br:1][C:2]1[CH:13]=[CH:12][C:5]2[N:6]=[C:7]([CH2:9][CH2:10][N:21]3[CH2:22][CH2:23][CH2:17][CH:24]3[CH3:25])[S:8][C:4]=2[CH:3]=1.